This data is from Full USPTO retrosynthesis dataset with 1.9M reactions from patents (1976-2016). The task is: Predict the reactants needed to synthesize the given product. Given the product [CH3:16][C:7]1[CH:12]=[CH:11][C:10]([C:13]([O:4][C:2]([CH3:5])([CH3:3])[CH3:1])=[O:14])=[CH:9][CH:8]=1, predict the reactants needed to synthesize it. The reactants are: [CH3:1][C:2]([CH3:5])([O-:4])[CH3:3].[Li+].[C:7]1([CH3:16])[CH:12]=[CH:11][C:10]([C:13](Cl)=[O:14])=[CH:9][CH:8]=1.